This data is from Full USPTO retrosynthesis dataset with 1.9M reactions from patents (1976-2016). The task is: Predict the reactants needed to synthesize the given product. Given the product [Cl-:3].[Cl:3][CH2:6][CH2:7][NH+:8]([CH2:10][CH2:11][CH2:12][CH2:13][CH2:14][CH2:15][CH2:16][CH2:17][CH2:18][CH2:19][CH2:20][CH2:21][CH2:22][CH2:23][CH2:24][CH2:25][CH2:26][CH3:27])[CH3:9], predict the reactants needed to synthesize it. The reactants are: S(Cl)([Cl:3])=O.O[CH2:6][CH2:7][N:8]([CH2:10][CH2:11][CH2:12][CH2:13][CH2:14][CH2:15][CH2:16][CH2:17][CH2:18][CH2:19][CH2:20][CH2:21][CH2:22][CH2:23][CH2:24][CH2:25][CH2:26][CH3:27])[CH3:9].